This data is from Catalyst prediction with 721,799 reactions and 888 catalyst types from USPTO. The task is: Predict which catalyst facilitates the given reaction. (1) Reactant: C(OC(=O)C)(=O)C.[N+:8]([C:11]1[CH:16]=[CH:15][C:14]([C:17]2[S:18][CH:19]=[CH:20][CH:21]=2)=[CH:13][C:12]=1[NH:22][C:23]([NH:25]CC1CCNCC1)=[O:24])([O-:10])=[O:9].C(N(CC)CC)C. Product: [N+:8]([C:11]1[CH:16]=[CH:15][C:14]([C:17]2[S:18][CH:19]=[CH:20][CH:21]=2)=[CH:13][C:12]=1[NH:22][C:23](=[O:24])[NH2:25])([O-:10])=[O:9]. The catalyst class is: 46. (2) Reactant: C(=O)([O-])[O-].[K+].[K+].C([O:10][CH2:11][C:12]1[CH:17]=[C:16]([CH:18]2[CH2:20][CH2:19]2)[C:15]([N:21]2[CH2:26][CH2:25][CH:24]([F:27])[CH2:23][CH2:22]2)=[CH:14][C:13]=1[O:28][CH3:29])(=O)C.CO.O. Product: [CH:18]1([C:16]2[C:15]([N:21]3[CH2:22][CH2:23][CH:24]([F:27])[CH2:25][CH2:26]3)=[CH:14][C:13]([O:28][CH3:29])=[C:12]([CH2:11][OH:10])[CH:17]=2)[CH2:20][CH2:19]1. The catalyst class is: 13. (3) Reactant: [N:1]1([CH2:6][C:7]2[S:11][C:10]([NH2:12])=[N:9][CH:8]=2)[CH2:5][CH2:4][CH2:3][CH2:2]1.[ClH:13]. Product: [N:1]1([CH2:6][C:7]2[S:11][C:10]([NH2:12])=[N:9][CH:8]=2)[CH2:2][CH2:3][CH2:4][CH2:5]1.[ClH:13].[N:1]1([CH2:6][C:7]2[S:11][C:10]([NH2:12])=[N:9][CH:8]=2)[CH2:2][CH2:3][CH2:4][CH2:5]1. The catalyst class is: 5. (4) Reactant: Cl.[NH2:2][CH2:3][C:4]1[CH:9]=[CH:8][NH:7][C:6](=[O:10])[CH:5]=1.[OH-].[Na+].[C:13]([O:17][C:18](O[C:18]([O:17][C:13]([CH3:16])([CH3:15])[CH3:14])=[O:19])=[O:19])([CH3:16])([CH3:15])[CH3:14].S([O-])(O)(=O)=O.[K+]. Product: [O:10]=[C:6]1[CH:5]=[C:4]([CH2:3][NH:2][C:18](=[O:19])[O:17][C:13]([CH3:16])([CH3:15])[CH3:14])[CH:9]=[CH:8][NH:7]1. The catalyst class is: 12.